This data is from Full USPTO retrosynthesis dataset with 1.9M reactions from patents (1976-2016). The task is: Predict the reactants needed to synthesize the given product. (1) Given the product [CH3:1][O:2][C:3]([C:5]1[CH:14]=[C:13]([O:15][CH2:23][C:24]2[CH:29]=[CH:28][CH:27]=[CH:26][CH:25]=2)[C:12]2[C:7](=[CH:8][CH:9]=[C:10]([F:16])[CH:11]=2)[CH:6]=1)=[O:4], predict the reactants needed to synthesize it. The reactants are: [CH3:1][O:2][C:3]([C:5]1[CH:14]=[C:13]([OH:15])[C:12]2[C:7](=[CH:8][CH:9]=[C:10]([F:16])[CH:11]=2)[CH:6]=1)=[O:4].C(=O)([O-])[O-].[K+].[K+].[CH2:23](Br)[C:24]1[CH:29]=[CH:28][CH:27]=[CH:26][CH:25]=1. (2) Given the product [Cl:72][C:73]1[C:78]([NH:79][C:2]2[CH:7]=[CH:6][C:5]([S:8]([NH:11][CH2:12][CH:13]3[CH2:15][CH2:14]3)(=[O:10])=[O:9])=[C:4]([C:16]([F:19])([F:18])[F:17])[CH:3]=2)=[CH:77][CH:76]=[CH:75][N:74]=1, predict the reactants needed to synthesize it. The reactants are: Br[C:2]1[CH:7]=[CH:6][C:5]([S:8]([NH:11][CH2:12][CH:13]2[CH2:15][CH2:14]2)(=[O:10])=[O:9])=[C:4]([C:16]([F:19])([F:18])[F:17])[CH:3]=1.C1C=CC(P(C2C(C3C(P(C4C=CC=CC=4)C4C=CC=CC=4)=CC=C4C=3C=CC=C4)=C3C(C=CC=C3)=CC=2)C2C=CC=CC=2)=CC=1.C(=O)([O-])[O-].[Cs+].[Cs+].[Cl:72][C:73]1[C:78]([NH2:79])=[CH:77][CH:76]=[CH:75][N:74]=1. (3) Given the product [Na+:5].[N+:20]([C:17]1[CH:16]=[CH:15][C:14]([CH2:13][C:12]2[CH:23]=[CH:24][C:9]([CH2:8][S:1]([O-:4])(=[O:3])=[O:2])=[CH:10][CH:11]=2)=[CH:19][CH:18]=1)([O-:22])=[O:21], predict the reactants needed to synthesize it. The reactants are: [S:1]([O-:4])([O-:3])=[O:2].[Na+:5].[Na+].Br[CH2:8][C:9]1[CH:24]=[CH:23][C:12]([CH2:13][C:14]2[CH:19]=[CH:18][C:17]([N+:20]([O-:22])=[O:21])=[CH:16][CH:15]=2)=[CH:11][CH:10]=1.